From a dataset of NCI-60 drug combinations with 297,098 pairs across 59 cell lines. Regression. Given two drug SMILES strings and cell line genomic features, predict the synergy score measuring deviation from expected non-interaction effect. (1) Drug 1: CN(C)N=NC1=C(NC=N1)C(=O)N. Synergy scores: CSS=29.3, Synergy_ZIP=-10.6, Synergy_Bliss=-9.95, Synergy_Loewe=-16.6, Synergy_HSA=-7.66. Cell line: LOX IMVI. Drug 2: CN1C(=O)N2C=NC(=C2N=N1)C(=O)N. (2) Drug 1: C1CCC(C1)C(CC#N)N2C=C(C=N2)C3=C4C=CNC4=NC=N3. Drug 2: CC1=C2C(C(=O)C3(C(CC4C(C3C(C(C2(C)C)(CC1OC(=O)C(C(C5=CC=CC=C5)NC(=O)OC(C)(C)C)O)O)OC(=O)C6=CC=CC=C6)(CO4)OC(=O)C)OC)C)OC. Cell line: OVCAR-8. Synergy scores: CSS=74.8, Synergy_ZIP=21.8, Synergy_Bliss=17.8, Synergy_Loewe=-10.2, Synergy_HSA=17.0. (3) Drug 2: CC(C)NC(=O)C1=CC=C(C=C1)CNNC.Cl. Synergy scores: CSS=-4.29, Synergy_ZIP=2.08, Synergy_Bliss=-2.86, Synergy_Loewe=-10.5, Synergy_HSA=-9.13. Cell line: CAKI-1. Drug 1: CC12CCC3C(C1CCC2O)C(CC4=C3C=CC(=C4)O)CCCCCCCCCS(=O)CCCC(C(F)(F)F)(F)F. (4) Drug 1: CCN(CC)CCNC(=O)C1=C(NC(=C1C)C=C2C3=C(C=CC(=C3)F)NC2=O)C. Drug 2: COCCOC1=C(C=C2C(=C1)C(=NC=N2)NC3=CC=CC(=C3)C#C)OCCOC.Cl. Cell line: OVCAR-5. Synergy scores: CSS=0.763, Synergy_ZIP=1.53, Synergy_Bliss=1.67, Synergy_Loewe=-5.66, Synergy_HSA=-3.10. (5) Drug 1: C1=CN(C(=O)N=C1N)C2C(C(C(O2)CO)O)O.Cl. Drug 2: CN1C2=C(C=C(C=C2)N(CCCl)CCCl)N=C1CCCC(=O)O.Cl. Cell line: OVCAR-4. Synergy scores: CSS=6.34, Synergy_ZIP=-3.34, Synergy_Bliss=-2.25, Synergy_Loewe=-12.8, Synergy_HSA=-2.24. (6) Synergy scores: CSS=1.92, Synergy_ZIP=0.189, Synergy_Bliss=0.742, Synergy_Loewe=0.282, Synergy_HSA=-0.913. Drug 1: CCC(=C(C1=CC=CC=C1)C2=CC=C(C=C2)OCCN(C)C)C3=CC=CC=C3.C(C(=O)O)C(CC(=O)O)(C(=O)O)O. Drug 2: C1CN(P(=O)(OC1)NCCCl)CCCl. Cell line: DU-145. (7) Drug 1: C1=C(C(=O)NC(=O)N1)N(CCCl)CCCl. Drug 2: CN(CCCl)CCCl.Cl. Cell line: SK-MEL-2. Synergy scores: CSS=6.49, Synergy_ZIP=-2.37, Synergy_Bliss=0.746, Synergy_Loewe=-5.30, Synergy_HSA=-4.49. (8) Drug 1: CC1=C2C(C(=O)C3(C(CC4C(C3C(C(C2(C)C)(CC1OC(=O)C(C(C5=CC=CC=C5)NC(=O)OC(C)(C)C)O)O)OC(=O)C6=CC=CC=C6)(CO4)OC(=O)C)OC)C)OC. Drug 2: C#CCC(CC1=CN=C2C(=N1)C(=NC(=N2)N)N)C3=CC=C(C=C3)C(=O)NC(CCC(=O)O)C(=O)O. Cell line: SNB-75. Synergy scores: CSS=33.7, Synergy_ZIP=1.34, Synergy_Bliss=1.01, Synergy_Loewe=-0.429, Synergy_HSA=0.926. (9) Drug 1: C(=O)(N)NO. Cell line: A549. Synergy scores: CSS=13.0, Synergy_ZIP=3.83, Synergy_Bliss=8.84, Synergy_Loewe=2.87, Synergy_HSA=4.11. Drug 2: CCC1(CC2CC(C3=C(CCN(C2)C1)C4=CC=CC=C4N3)(C5=C(C=C6C(=C5)C78CCN9C7C(C=CC9)(C(C(C8N6C)(C(=O)OC)O)OC(=O)C)CC)OC)C(=O)OC)O.OS(=O)(=O)O. (10) Drug 1: CCC1=CC2CC(C3=C(CN(C2)C1)C4=CC=CC=C4N3)(C5=C(C=C6C(=C5)C78CCN9C7C(C=CC9)(C(C(C8N6C)(C(=O)OC)O)OC(=O)C)CC)OC)C(=O)OC.C(C(C(=O)O)O)(C(=O)O)O. Drug 2: C1C(C(OC1N2C=C(C(=O)NC2=O)F)CO)O. Cell line: KM12. Synergy scores: CSS=54.2, Synergy_ZIP=-13.5, Synergy_Bliss=-26.9, Synergy_Loewe=-6.85, Synergy_HSA=-18.4.